The task is: Predict the product of the given reaction.. This data is from Forward reaction prediction with 1.9M reactions from USPTO patents (1976-2016). (1) The product is: [F:17][C:18]1[C:23]([C:24]([F:26])([F:27])[F:25])=[CH:22][CH:21]=[CH:20][C:19]=1/[CH:28]=[CH:29]/[C:30]([NH:16][C:13]1[CH:14]=[CH:15][N:11]([CH2:10][CH2:9][CH2:8][CH2:7][C:2](=[O:6])[CH3:1])[N:12]=1)=[O:31]. Given the reactants [CH3:1][C:2]1([CH2:7][CH2:8][CH2:9][CH2:10][N:11]2[CH:15]=[CH:14][C:13]([NH2:16])=[N:12]2)[O:6]CCO1.[F:17][C:18]1[C:23]([C:24]([F:27])([F:26])[F:25])=[CH:22][CH:21]=[CH:20][C:19]=1/[CH:28]=[CH:29]/[C:30](O)=[O:31], predict the reaction product. (2) Given the reactants [OH:1][CH2:2][C:3]1[CH:4]=[CH:5][C:6]2[S:10][CH:9]=[CH:8][C:7]=2[CH:11]=1.C1C(=O)N([Br:19])C(=O)C1, predict the reaction product. The product is: [Br:19][C:8]1[C:7]2[CH:11]=[C:3]([CH2:2][OH:1])[CH:4]=[CH:5][C:6]=2[S:10][CH:9]=1.